From a dataset of Full USPTO retrosynthesis dataset with 1.9M reactions from patents (1976-2016). Predict the reactants needed to synthesize the given product. (1) The reactants are: [Cl:1][C:2]1[CH:3]=[C:4]([CH:8]=[C:9]([Cl:11])[CH:10]=1)[C:5]([OH:7])=O.[CH3:12][CH2:13]N(C(C)C)C(C)C.Cl.Cl.[NH2:23][CH2:24][CH:25]1[CH2:30][CH2:29][N:28]([CH2:31][CH2:32][NH:33][S:34]([C:37](F)(F)F)(=[O:36])=[O:35])[CH2:27][CH2:26]1.CN(C(ON1N=NC2C=CC=NC1=2)=[N+](C)C)C.F[P-](F)(F)(F)(F)F. Given the product [Cl:11][C:9]1[CH:8]=[C:4]([CH:3]=[C:2]([Cl:1])[CH:10]=1)[C:5]([NH:23][CH2:24][CH:25]1[CH2:30][CH2:29][N:28]([CH2:31][CH2:32][NH:33][S:34]([CH:37]2[CH2:13][CH2:12]2)(=[O:36])=[O:35])[CH2:27][CH2:26]1)=[O:7], predict the reactants needed to synthesize it. (2) Given the product [C:20]([N:17]1[CH2:16][CH2:15][C:14]2([CH2:11][C:10](=[O:12])[C:3]3[C:2](=[CH:7][C:6]([O:8][CH3:9])=[CH:5][CH:4]=3)[O:1]2)[CH2:19][CH2:18]1)([O:22][C:23]([CH3:26])([CH3:25])[CH3:24])=[O:21], predict the reactants needed to synthesize it. The reactants are: [OH:1][C:2]1[CH:7]=[C:6]([O:8][CH3:9])[CH:5]=[CH:4][C:3]=1[C:10](=[O:12])[CH3:11].O=[C:14]1[CH2:19][CH2:18][N:17]([C:20]([O:22][C:23]([CH3:26])([CH3:25])[CH3:24])=[O:21])[CH2:16][CH2:15]1.N1CCCC1.